Predict the reaction yield, written as a fraction of the theoretical maximum amount of product (1.0 means a 100% yield; for example, 0.34 means a 34% yield). From a dataset of Reaction yield outcomes from USPTO patents with 853,638 reactions. The reactants are [F:1][C:2]([F:23])([F:22])[O:3][C:4]1[CH:9]=[CH:8][C:7]([N:10]2[CH:14]=[N:13][C:12]([C:15]3[CH:21]=[CH:20][C:18]([NH2:19])=[CH:17][CH:16]=3)=[N:11]2)=[CH:6][CH:5]=1.[CH:24]([C:27]1[CH:32]=[CH:31][CH:30]=[CH:29][C:28]=1[N:33]=[C:34]=[S:35])([CH3:26])[CH3:25]. The catalyst is O1CCCC1. The product is [CH:24]([C:27]1[CH:32]=[CH:31][CH:30]=[CH:29][C:28]=1[NH:33][C:34]([NH:19][C:18]1[CH:20]=[CH:21][C:15]([C:12]2[N:13]=[CH:14][N:10]([C:7]3[CH:6]=[CH:5][C:4]([O:3][C:2]([F:1])([F:22])[F:23])=[CH:9][CH:8]=3)[N:11]=2)=[CH:16][CH:17]=1)=[S:35])([CH3:26])[CH3:25]. The yield is 0.450.